This data is from Peptide-MHC class I binding affinity with 185,985 pairs from IEDB/IMGT. The task is: Regression. Given a peptide amino acid sequence and an MHC pseudo amino acid sequence, predict their binding affinity value. This is MHC class I binding data. (1) The peptide sequence is MRIPVERTL. The MHC is HLA-A30:01 with pseudo-sequence HLA-A30:01. The binding affinity (normalized) is 0.0847. (2) The peptide sequence is MPFDPSELV. The MHC is HLA-B46:01 with pseudo-sequence HLA-B46:01. The binding affinity (normalized) is 0.0847. (3) The peptide sequence is RFPLTFGW. The MHC is HLA-B15:03 with pseudo-sequence HLA-B15:03. The binding affinity (normalized) is 0. (4) The peptide sequence is MSDIFHALV. The MHC is HLA-A02:03 with pseudo-sequence HLA-A02:03. The binding affinity (normalized) is 0.382. (5) The peptide sequence is SPRRRRSQSR. The MHC is Patr-A0301 with pseudo-sequence Patr-A0301. The binding affinity (normalized) is 0.